Dataset: Catalyst prediction with 721,799 reactions and 888 catalyst types from USPTO. Task: Predict which catalyst facilitates the given reaction. (1) Reactant: C[O:2][C:3](=[O:37])[CH:4]([O:32][C:33]([CH3:36])([CH3:35])[CH3:34])[C:5]1[N:6]([CH3:31])[C:7](=[O:30])[C:8]2[C:13]([C:14]=1[C:15]1[C:16]([CH3:25])=[C:17]3[C:22](=[CH:23][CH:24]=1)[O:21][CH2:20][CH2:19][CH2:18]3)=[CH:12][CH:11]=[C:10]([O:26][CH2:27][CH2:28][OH:29])[CH:9]=2.[Li+].[OH-]. Product: [C:33]([O:32][CH:4]([C:5]1[N:6]([CH3:31])[C:7](=[O:30])[C:8]2[C:13]([C:14]=1[C:15]1[C:16]([CH3:25])=[C:17]3[C:22](=[CH:23][CH:24]=1)[O:21][CH2:20][CH2:19][CH2:18]3)=[CH:12][CH:11]=[C:10]([O:26][CH2:27][CH2:28][OH:29])[CH:9]=2)[C:3]([OH:37])=[O:2])([CH3:36])([CH3:35])[CH3:34]. The catalyst class is: 1. (2) Reactant: [N:1]([CH2:4][CH2:5][O:6][CH2:7][CH2:8][O:9][CH2:10][CH:11]([OH:22])[CH2:12][O:13][CH2:14][CH2:15][O:16][CH2:17][CH2:18][N:19]=[N+:20]=[N-:21])=[N+:2]=[N-:3].[C:23](N1C=CN=C1)([N:25]1[CH:29]=[CH:28][N:27]=[CH:26]1)=[O:24]. Product: [N:19]([CH2:18][CH2:17][O:16][CH2:15][CH2:14][O:13][CH2:12][CH:11]([O:22][C:23]([N:25]1[CH:29]=[CH:28][N:27]=[CH:26]1)=[O:24])[CH2:10][O:9][CH2:8][CH2:7][O:6][CH2:5][CH2:4][N:1]=[N+:2]=[N-:3])=[N+:20]=[N-:21]. The catalyst class is: 2. (3) Reactant: [NH:1]1[CH2:8][CH2:7][CH2:6][CH:2]1[C:3]([OH:5])=[O:4].[OH-].[Na+].[CH3:11][C:12]([O:15][C:16](O[C:16]([O:15][C:12]([CH3:14])([CH3:13])[CH3:11])=[O:17])=[O:17])([CH3:14])[CH3:13].C(O)(=O)CC(CC(O)=O)(C(O)=O)O. Product: [C:12]([O:15][C:16]([N:1]1[CH2:8][CH2:7][CH2:6][CH:2]1[C:3]([OH:5])=[O:4])=[O:17])([CH3:14])([CH3:13])[CH3:11]. The catalyst class is: 90.